From a dataset of Full USPTO retrosynthesis dataset with 1.9M reactions from patents (1976-2016). Predict the reactants needed to synthesize the given product. (1) Given the product [Br:9][CH2:1][C:2]1[S:6][C:5]([C:7]#[N:8])=[CH:4][CH:3]=1, predict the reactants needed to synthesize it. The reactants are: [CH3:1][C:2]1[S:6][C:5]([C:7]#[N:8])=[CH:4][CH:3]=1.[Br:9]N1C(=O)CCC1=O.N(C(C)(C)C#N)=NC(C)(C)C#N.S([O-])([O-])(=O)=S.[Na+].[Na+]. (2) Given the product [CH2:81]([NH:88][C:2]1[C:7]2[S:8][C:9]([C:25]([OH:27])=[O:26])=[C:10]([CH2:11][CH2:12][CH2:13][O:14][C:15]3[C:24]4[C:19](=[CH:20][CH:21]=[CH:22][CH:23]=4)[CH:18]=[CH:17][CH:16]=3)[C:6]=2[CH:5]=[CH:4][CH:3]=1)[C:82]1[CH:87]=[CH:86][CH:85]=[CH:84][CH:83]=1, predict the reactants needed to synthesize it. The reactants are: Cl[C:2]1[C:7]2[S:8][C:9]([C:25]([OH:27])=[O:26])=[C:10]([CH2:11][CH2:12][CH2:13][O:14][C:15]3[C:24]4[C:19](=[CH:20][CH:21]=[CH:22][CH:23]=4)[CH:18]=[CH:17][CH:16]=3)[C:6]=2[CH:5]=[CH:4][CH:3]=1.CC(C1C=C(C(C)C)C(C2C(P(C3CCCCC3)C3CCCCC3)=C(OC)C=CC=2OC)=C(C(C)C)C=1)C.[Li+].C[Si]([N-][Si](C)(C)C)(C)C.C1COCC1.[CH2:81]([NH2:88])[C:82]1[CH:87]=[CH:86][CH:85]=[CH:84][CH:83]=1. (3) Given the product [O:4]1[CH2:5][CH2:6][CH:2]([O:1][S:15]([CH3:14])(=[O:17])=[O:16])[CH2:3]1, predict the reactants needed to synthesize it. The reactants are: [OH:1][CH:2]1[CH2:6][CH2:5][O:4][CH2:3]1.C(N(CC)CC)C.[CH3:14][S:15](Cl)(=[O:17])=[O:16].